The task is: Predict the reactants needed to synthesize the given product.. This data is from Retrosynthesis with 50K atom-mapped reactions and 10 reaction types from USPTO. Given the product CCNC(=O)c1cccc(F)c1Nc1nc(Nc2ccc3c(c2)N(CC)C(=O)CCC3(C)C)ncc1Cl, predict the reactants needed to synthesize it. The reactants are: CCN1C(=O)CCC(C)(C)c2ccc(N)cc21.CCNC(=O)c1cccc(F)c1Nc1nc(Cl)ncc1Cl.